From a dataset of Reaction yield outcomes from USPTO patents with 853,638 reactions. Predict the reaction yield, written as a fraction of the theoretical maximum amount of product (1.0 means a 100% yield; for example, 0.34 means a 34% yield). (1) The reactants are O1CCCCC1[N:7]1[C:15]2[C:10](=[CH:11][C:12]([C:16]3[N:20]=[CH:19][N:18](C(C4C=CC=CC=4)(C4C=CC=CC=4)C4C=CC=CC=4)[N:17]=3)=[CH:13][CH:14]=2)[C:9]([C:40]2[CH:41]=[C:42]([CH:47]=[CH:48][CH:49]=2)[C:43]([O:45]C)=O)=[N:8]1.[OH-].[Li+].ON1C2C=CC=CC=2N=N1.[F:62][C:63]1[CH:69]=[CH:68][C:66]([NH2:67])=[CH:65][CH:64]=1.Cl.C(N=C=NCCCN(C)C)C.Cl. The catalyst is O1CCCC1.O.O1CCOCC1. The product is [NH:18]1[CH:19]=[N:20][C:16]([C:12]2[CH:11]=[C:10]3[C:15](=[CH:14][CH:13]=2)[NH:7][N:8]=[C:9]3[C:40]2[CH:41]=[C:42]([C:43]([NH:67][C:66]3[CH:68]=[CH:69][C:63]([F:62])=[CH:64][CH:65]=3)=[O:45])[CH:47]=[CH:48][CH:49]=2)=[N:17]1. The yield is 0.0700. (2) The reactants are [C:1]([C:4]1[S:8][C:7]([C:9]2[CH:10]=[CH:11][C:12](=[O:16])[N:13]([CH3:15])[CH:14]=2)=[CH:6][CH:5]=1)(=[O:3])[CH3:2].I[C:18]1[CH:23]=[CH:22][N:21]=[CH:20][CH:19]=1. No catalyst specified. The product is [OH:3][C:1]([C:4]1[S:8][C:7]([C:9]2[CH:10]=[CH:11][C:12](=[O:16])[N:13]([CH3:15])[CH:14]=2)=[CH:6][CH:5]=1)([C:18]1[CH:23]=[CH:22][N:21]=[CH:20][CH:19]=1)[CH3:2]. The yield is 0.210. (3) The reactants are [CH3:1][C:2]1[CH:11]=[CH:10][C:9]2[C:4](=[CH:5][CH:6]=[CH:7][C:8]=2[N:12]2[CH2:17][CH2:16][N:15]([CH2:18][CH2:19][C:20]3[CH:21]=[C:22]([CH:24]=[CH:25][CH:26]=3)[NH2:23])[CH2:14][CH2:13]2)[N:3]=1.[CH3:27][C:28]([CH3:34])([CH3:33])[CH2:29][C:30](Cl)=[O:31]. No catalyst specified. The product is [CH3:27][C:28]([CH3:34])([CH3:33])[CH2:29][C:30]([NH:23][C:22]1[CH:24]=[CH:25][CH:26]=[C:20]([CH2:19][CH2:18][N:15]2[CH2:14][CH2:13][N:12]([C:8]3[CH:7]=[CH:6][CH:5]=[C:4]4[C:9]=3[CH:10]=[CH:11][C:2]([CH3:1])=[N:3]4)[CH2:17][CH2:16]2)[CH:21]=1)=[O:31]. The yield is 0.620. (4) The reactants are [CH:1]1([N:8]2[C:12]3[N:13]=[C:14]([NH:17][C:18]4[CH:26]=[CH:25][C:21]([C:22]([OH:24])=O)=[CH:20][N:19]=4)[N:15]=[CH:16][C:11]=3[CH:10]=[C:9]2[C:27](=[O:31])[N:28]([CH3:30])[CH3:29])[CH2:7][CH2:6][CH2:5][CH2:4][CH2:3][CH2:2]1.[Li+].[Cl-].[OH:34][CH:35]1[C@H:40]2[CH2:41][NH:42][CH2:43][C@@H:36]1[CH2:37][N:38]([C:44]([O:46][C:47]([CH3:50])([CH3:49])[CH3:48])=[O:45])[CH2:39]2. No catalyst specified. The product is [CH:1]1([N:8]2[C:12]3[N:13]=[C:14]([NH:17][C:18]4[CH:26]=[CH:25][C:21]([C:22]([N:42]5[CH2:41][C@H:40]6[CH:35]([OH:34])[C@H:36]([CH2:37][N:38]([C:44]([O:46][C:47]([CH3:50])([CH3:49])[CH3:48])=[O:45])[CH2:39]6)[CH2:43]5)=[O:24])=[CH:20][N:19]=4)[N:15]=[CH:16][C:11]=3[CH:10]=[C:9]2[C:27](=[O:31])[N:28]([CH3:29])[CH3:30])[CH2:2][CH2:3][CH2:4][CH2:5][CH2:6][CH2:7]1. The yield is 0.830. (5) The catalyst is CS(C)=O. The yield is 0.750. The reactants are [CH2:1]([O:3][C:4](=[O:21])[CH:5]([C:11]1[CH:16]=[C:15]([Cl:17])[CH:14]=[CH:13][C:12]=1[N+:18]([O-:20])=[O:19])C(OCC)=O)[CH3:2].[Li+].[Cl-].O. The product is [CH2:1]([O:3][C:4](=[O:21])[CH2:5][C:11]1[CH:16]=[C:15]([Cl:17])[CH:14]=[CH:13][C:12]=1[N+:18]([O-:20])=[O:19])[CH3:2]. (6) The reactants are [C:1]([O:5][C:6]([NH:8][C@@H:9]([CH2:13][CH2:14][N:15]([CH3:17])[CH3:16])[C:10]([OH:12])=[O:11])=[O:7])([CH3:4])([CH3:3])[CH3:2].CN1CCOCC1.ClC(O[CH2:29][CH:30]([CH3:32])[CH3:31])=O.[OH-].[NH4+]. The catalyst is C1COCC1. The product is [CH2:29]([O:11][C:10](=[O:12])[C@@H:9]([NH:8][C:6]([O:5][C:1]([CH3:4])([CH3:3])[CH3:2])=[O:7])[CH2:13][CH2:14][N:15]([CH3:17])[CH3:16])[CH:30]([CH3:32])[CH3:31]. The yield is 0.580. (7) The reactants are [Cl:1][C:2]1[S:6][C:5]([C:7]2[NH:8][C:9](=[O:16])[C:10]([CH2:14][CH3:15])=[C:11]([CH3:13])[N:12]=2)=[CH:4][CH:3]=1.C(N(CC)C(C)C)(C)C.[S:26](O[S:26]([C:29]([F:32])([F:31])[F:30])(=[O:28])=[O:27])([C:29]([F:32])([F:31])[F:30])(=[O:28])=[O:27].C([O-])(O)=O.[Na+]. The catalyst is ClCCl. The product is [Cl:1][C:2]1[S:6][C:5]([C:7]2[N:8]=[C:9]([O:16][S:26]([C:29]([F:32])([F:31])[F:30])(=[O:28])=[O:27])[C:10]([CH2:14][CH3:15])=[C:11]([CH3:13])[N:12]=2)=[CH:4][CH:3]=1. The yield is 0.870. (8) The reactants are [C:1]([O:5][C@@H:6]([C:11]1[C:12]([CH3:34])=[N:13][C:14]2[N:15]([N:24]=[C:25]([C:27]3[CH:32]=[CH:31][CH:30]=[C:29]([Cl:33])[CH:28]=3)[CH:26]=2)[C:16]=1[C:17]1[CH:22]=[CH:21][C:20]([CH3:23])=[CH:19][CH:18]=1)[C:7]([O:9]C)=[O:8])([CH3:4])([CH3:3])[CH3:2].[OH-].[Na+].Cl. The catalyst is CO.CCOCC. The product is [C:1]([O:5][C@@H:6]([C:11]1[C:12]([CH3:34])=[N:13][C:14]2[N:15]([N:24]=[C:25]([C:27]3[CH:32]=[CH:31][CH:30]=[C:29]([Cl:33])[CH:28]=3)[CH:26]=2)[C:16]=1[C:17]1[CH:18]=[CH:19][C:20]([CH3:23])=[CH:21][CH:22]=1)[C:7]([OH:9])=[O:8])([CH3:4])([CH3:3])[CH3:2]. The yield is 0.800. (9) The yield is 0.870. The reactants are Br.C(OC(=O)[NH:8][C@H:9]1[CH2:14][CH2:13][C@H:12]([CH:15]2[CH2:28][C:27]3[C:26]4[C:21](=[CH:22][CH:23]=[C:24]([O:29]C)[CH:25]=4)[N:20]=[CH:19][C:18]=3[O:17][CH2:16]2)[CH2:11][CH2:10]1)(C)(C)C. The catalyst is C(O)(=O)C. The product is [NH2:8][C@H:9]1[CH2:10][CH2:11][C@H:12]([CH:15]2[CH2:28][C:27]3[C:26]4[C:21](=[CH:22][CH:23]=[C:24]([OH:29])[CH:25]=4)[N:20]=[CH:19][C:18]=3[O:17][CH2:16]2)[CH2:13][CH2:14]1.